This data is from Catalyst prediction with 721,799 reactions and 888 catalyst types from USPTO. The task is: Predict which catalyst facilitates the given reaction. (1) Reactant: C([O:4][CH:5]([CH2:21][CH2:22][S:23]([CH3:25])=[O:24])[C:6]([NH:8][CH2:9][CH2:10][CH2:11][CH2:12][CH2:13][CH2:14][CH2:15][CH2:16][CH2:17][CH2:18][CH2:19][CH3:20])=[O:7])(=O)C.[OH-].[Na+]. Product: [CH2:9]([NH:8][C:6](=[O:7])[CH:5]([OH:4])[CH2:21][CH2:22][S:23]([CH3:25])=[O:24])[CH2:10][CH2:11][CH2:12][CH2:13][CH2:14][CH2:15][CH2:16][CH2:17][CH2:18][CH2:19][CH3:20]. The catalyst class is: 138. (2) Reactant: C(OC([N:8]1[C@H:17]([C:18](=[O:40])[NH:19][C@H:20]([C:36]([O:38][CH3:39])=[O:37])[CH2:21][C:22]2[CH:27]=[CH:26][C:25]([C:28]3[CH:33]=[CH:32][N:31]=[C:30]([CH3:34])[C:29]=3[CH3:35])=[CH:24][CH:23]=2)[CH2:16][C:15]2[CH:14]=[C:13]3[O:41][CH2:42][C@H:43]([C:45]4[CH:50]=[CH:49][C:48]([O:51][CH2:52][CH:53]5[CH2:58][CH2:57][CH2:56][CH2:55][CH2:54]5)=[CH:47][CH:46]=4)[O:44][C:12]3=[CH:11][C:10]=2[CH2:9]1)=O)(C)(C)C.[ClH:59]. Product: [ClH:59].[ClH:59].[CH3:39][O:38][C:36](=[O:37])[C@@H:20]([NH:19][C:18]([C@@H:17]1[CH2:16][C:15]2[CH:14]=[C:13]3[O:41][CH2:42][C@H:43]([C:45]4[CH:50]=[CH:49][C:48]([O:51][CH2:52][CH:53]5[CH2:54][CH2:55][CH2:56][CH2:57][CH2:58]5)=[CH:47][CH:46]=4)[O:44][C:12]3=[CH:11][C:10]=2[CH2:9][NH:8]1)=[O:40])[CH2:21][C:22]1[CH:27]=[CH:26][C:25]([C:28]2[CH:33]=[CH:32][N:31]=[C:30]([CH3:34])[C:29]=2[CH3:35])=[CH:24][CH:23]=1. The catalyst class is: 2. (3) The catalyst class is: 4. Product: [F:28][C:25]([F:26])([F:27])[C:23]1[CH:22]=[C:21]([C:29]2[CH:34]=[CH:33][C:32]([C:35]([F:38])([F:37])[F:36])=[CH:31][CH:30]=2)[N:20]=[C:19]([N:17]2[CH:18]=[C:14]([C:11]3[S:10][C:9]([S:6]([NH2:5])(=[O:8])=[O:7])=[CH:13][CH:12]=3)[N:15]=[CH:16]2)[CH:24]=1. Reactant: C([NH:5][S:6]([C:9]1[S:10][C:11]([C:14]2[N:15]=[CH:16][N:17]([C:19]3[CH:24]=[C:23]([C:25]([F:28])([F:27])[F:26])[CH:22]=[C:21]([C:29]4[CH:34]=[CH:33][C:32]([C:35]([F:38])([F:37])[F:36])=[CH:31][CH:30]=4)[N:20]=3)[CH:18]=2)=[CH:12][CH:13]=1)(=[O:8])=[O:7])(C)(C)C.C(O)(C(F)(F)F)=O. (4) Reactant: Cl[C:2]1[CH:7]=[CH:6][C:5]([N+:8]([O-:10])=[O:9])=[CH:4][N:3]=1.[NH2:11][C:12]1[CH:13]=[C:14]([OH:19])[CH:15]=[CH:16][C:17]=1[Cl:18].C(=O)([O-])[O-].[K+].[K+].C(OCC)(=O)C. Product: [Cl:18][C:17]1[CH:16]=[CH:15][C:14]([O:19][C:2]2[CH:7]=[CH:6][C:5]([N+:8]([O-:10])=[O:9])=[CH:4][N:3]=2)=[CH:13][C:12]=1[NH2:11]. The catalyst class is: 9. (5) Reactant: [F:1][C:2]1[CH:7]=[CH:6][C:5]([C:8](=O)[CH3:9])=[CH:4][CH:3]=1.Cl.[NH:12]([C:14]([NH2:16])=[O:15])[NH2:13].C([O-])(=O)C.[Na+]. Product: [F:1][C:2]1[CH:7]=[CH:6][C:5](/[C:8](=[N:13]/[NH:12][C:14]([NH2:16])=[O:15])/[CH3:9])=[CH:4][CH:3]=1. The catalyst class is: 24. (6) Reactant: [N:1]([C@H:4]1[CH2:28][CH2:27][C@@:26]2([CH3:29])[C:6](=[CH:7][CH2:8][C@@H:9]3[C@@H:25]2[CH2:24][CH2:23][C@@:22]2([CH3:30])[C@H:10]3[CH2:11][CH2:12][C@@H:13]2[C@H:14]([CH3:21])[CH2:15][CH2:16][CH2:17][CH:18]([CH3:20])[CH3:19])[CH2:5]1)=[N+]=[N-].[H-].[Al+3].[Li+].[H-].[H-].[H-]. Product: [NH2:1][C@H:4]1[CH2:28][CH2:27][C@@:26]2([CH3:29])[C:6](=[CH:7][CH2:8][C@@H:9]3[C@@H:25]2[CH2:24][CH2:23][C@@:22]2([CH3:30])[C@H:10]3[CH2:11][CH2:12][C@@H:13]2[C@H:14]([CH3:21])[CH2:15][CH2:16][CH2:17][CH:18]([CH3:20])[CH3:19])[CH2:5]1. The catalyst class is: 27.